This data is from Reaction yield outcomes from USPTO patents with 853,638 reactions. The task is: Predict the reaction yield, written as a fraction of the theoretical maximum amount of product (1.0 means a 100% yield; for example, 0.34 means a 34% yield). (1) The reactants are [CH2:1]([O:3][C:4]1[CH:9]=[CH:8][C:7]([CH2:10][C:11](O)=O)=[CH:6][CH:5]=1)[CH3:2].CN(C(ON1N=NC2C=CC=NC1=2)=[N+](C)C)C.F[P-](F)(F)(F)(F)F.CCN(C(C)C)C(C)C.[NH2:47][C:48]1[CH:49]=[C:50]([CH:58]=[CH:59][C:60]=1[NH:61][CH2:62][C:63]1[CH:68]=[CH:67][N:66]=[CH:65][CH:64]=1)[C:51]([N:53]([CH2:56][CH3:57])[CH2:54][CH3:55])=[O:52]. No catalyst specified. The product is [CH2:1]([O:3][C:4]1[CH:5]=[CH:6][C:7]([CH2:10][C:11]2[N:61]([CH2:62][C:63]3[CH:68]=[CH:67][N:66]=[CH:65][CH:64]=3)[C:60]3[CH:59]=[CH:58][C:50]([C:51]([N:53]([CH2:56][CH3:57])[CH2:54][CH3:55])=[O:52])=[CH:49][C:48]=3[N:47]=2)=[CH:8][CH:9]=1)[CH3:2]. The yield is 0.360. (2) The reactants are [Br:1][C:2]1[CH:20]=[CH:19][C:5]([CH2:6][N:7]2[C:15]3[C:10](=[CH:11][C:12]([C:16]([OH:18])=O)=[CH:13][CH:14]=3)[CH:9]=[CH:8]2)=[CH:4][CH:3]=1.Cl.[N+:22]([C:25]1[CH:30]=[CH:29][C:28]([C@@H:31]([NH2:33])[CH3:32])=[CH:27][CH:26]=1)([O-:24])=[O:23].CCN(C(C)C)C(C)C.C1C=CC2N(O)N=NC=2C=1.C(Cl)CCl. The catalyst is CN(C=O)C.CCOC(C)=O. The product is [Br:1][C:2]1[CH:3]=[CH:4][C:5]([CH2:6][N:7]2[C:15]3[C:10](=[CH:11][C:12]([C:16]([NH:33][C@H:31]([C:28]4[CH:27]=[CH:26][C:25]([N+:22]([O-:24])=[O:23])=[CH:30][CH:29]=4)[CH3:32])=[O:18])=[CH:13][CH:14]=3)[CH:9]=[CH:8]2)=[CH:19][CH:20]=1. The yield is 0.870. (3) The reactants are [N:1]1([C:6]2[N:11]=[C:10]([C:12]#[N:13])[CH:9]=[CH:8][CH:7]=2)[CH:5]=[CH:4][CH:3]=[N:2]1.[C:14](OC)(=[O:22])[C:15]1[C:16](=[CH:18][CH:19]=[CH:20][CH:21]=1)[SH:17].C(N(CC)CC)C. The catalyst is C1(C)C=CC=CC=1. The product is [N:1]1([C:6]2[N:11]=[C:10]([C:12]3[S:17][C:16]4[CH:18]=[CH:19][CH:20]=[CH:21][C:15]=4[C:14](=[O:22])[N:13]=3)[CH:9]=[CH:8][CH:7]=2)[CH:5]=[CH:4][CH:3]=[N:2]1. The yield is 0.670. (4) The reactants are [Br:1][C:2]1[CH:7]=[CH:6][C:5]([F:8])=[CH:4][C:3]=1[CH3:9].[N+:10]([O-])([O-:12])=[O:11].[K+]. The catalyst is OS(O)(=O)=O. The product is [Br:1][C:2]1[CH:7]=[C:6]([N+:10]([O-:12])=[O:11])[C:5]([F:8])=[CH:4][C:3]=1[CH3:9]. The yield is 0.536. (5) The reactants are [CH3:1][O:2][C:3]1[CH:4]=[CH:5][CH:6]=[C:7]([OH:13])[C:8]=1[C:9]([O:11][CH3:12])=[O:10].F[C:15]1[CH:20]=[CH:19][CH:18]=[CH:17][C:16]=1[N+:21]([O-:23])=[O:22].[CH3:24][O:25][C:26]1[C:27]([C:40]([O:42][CH3:43])=[O:41])=[C:28]([CH:37]=[CH:38][CH:39]=1)[O:29][C:30]1[CH:36]=[CH:35][CH:34]=[CH:33][C:31]=1[NH2:32].[NH2:44][C:45]1[S:46][CH:47]=[CH:48][N:49]=1. No catalyst specified. The product is [CH3:1][O:2][C:3]1[C:8]([C:9]([O:11][CH3:12])=[O:10])=[C:7]([CH:6]=[CH:5][CH:4]=1)[O:13][C:15]1[CH:20]=[CH:19][CH:18]=[CH:17][C:16]=1[N+:21]([O-:23])=[O:22].[CH3:24][O:25][C:26]1[C:27]([C:40]([O:42][CH3:43])=[O:41])=[C:28]([CH:37]=[CH:38][CH:39]=1)[O:29][C:30]1[CH:36]=[CH:35][CH:34]=[CH:33][C:31]=1[NH:32][C:7]([NH:44][C:45]1[S:46][CH:47]=[CH:48][N:49]=1)=[O:13]. The yield is 0.800. (6) The reactants are CON(C)[C:4]([C:6]1[CH:7]=[N:8][C:9]([C:12]([F:15])([F:14])[F:13])=[CH:10][CH:11]=1)=[O:5].[CH3:17][Mg]Br.C([O-])(O)=O.[Na+]. The catalyst is C1COCC1. The product is [F:13][C:12]([F:15])([F:14])[C:9]1[N:8]=[CH:7][C:6]([C:4](=[O:5])[CH3:17])=[CH:11][CH:10]=1. The yield is 0.980. (7) The reactants are [CH3:1][O:2][C:3]1[C:8]([N+:9]([O-])=O)=[CH:7][CH:6]=[CH:5][C:4]=1[C:12]1[S:13][C:14]([CH3:20])=[C:15]([C:17]([OH:19])=[O:18])[N:16]=1. The catalyst is CO.[Pd]. The product is [CH3:1][O:2][C:3]1[C:8]([NH2:9])=[CH:7][CH:6]=[CH:5][C:4]=1[C:12]1[S:13][C:14]([CH3:20])=[C:15]([C:17]([OH:19])=[O:18])[N:16]=1. The yield is 0.920. (8) The catalyst is CN(C)C=O. The yield is 0.470. The reactants are [H-].[Na+].[F:3][C:4]1[CH:9]=[CH:8][C:7](/[C:10](=[N:18]/[OH:19])/[CH2:11][CH2:12][C:13]([O:15]CC)=[O:14])=[CH:6][CH:5]=1.Cl[CH2:21][C:22]1[CH:41]=[CH:40][C:25]([O:26][CH2:27][C:28]2[N:29]=[C:30]([C:34]3[CH:39]=[CH:38][CH:37]=[CH:36][CH:35]=3)[O:31][C:32]=2[CH3:33])=[CH:24][CH:23]=1.Cl.C(=O)(O)[O-].[Na+]. The product is [F:3][C:4]1[CH:5]=[CH:6][C:7](/[C:10](=[N:18]/[O:19][CH2:21][C:22]2[CH:23]=[CH:24][C:25]([O:26][CH2:27][C:28]3[N:29]=[C:30]([C:34]4[CH:39]=[CH:38][CH:37]=[CH:36][CH:35]=4)[O:31][C:32]=3[CH3:33])=[CH:40][CH:41]=2)/[CH2:11][CH2:12][C:13]([OH:15])=[O:14])=[CH:8][CH:9]=1.